This data is from Reaction yield outcomes from USPTO patents with 853,638 reactions. The task is: Predict the reaction yield, written as a fraction of the theoretical maximum amount of product (1.0 means a 100% yield; for example, 0.34 means a 34% yield). (1) The reactants are C(NC(C)C)(C)C.[Li]CCCC.[Li+].CC([N-]C(C)C)C.[C:21]1([S:27]([N:30]2[C:34]3=[N:35][CH:36]=[CH:37][CH:38]=[C:33]3[CH:32]=[CH:31]2)(=[O:29])=[O:28])[CH:26]=[CH:25][CH:24]=[CH:23][CH:22]=1.CN(CCN(C)C)C.CN([CH:50]=[O:51])C. The catalyst is O1CCCC1. The product is [C:21]1([S:27]([N:30]2[C:34]3=[N:35][CH:36]=[CH:37][CH:38]=[C:33]3[CH:32]=[C:31]2[CH:50]=[O:51])(=[O:29])=[O:28])[CH:22]=[CH:23][CH:24]=[CH:25][CH:26]=1. The yield is 0.780. (2) The yield is 0.640. The product is [CH3:1][NH:2][CH2:4][C:5]1[N:6]=[C:7]([CH3:10])[S:8][CH:9]=1. No catalyst specified. The reactants are [CH3:1][NH2:2].Cl[CH2:4][C:5]1[N:6]=[C:7]([CH3:10])[S:8][CH:9]=1. (3) The reactants are [NH2:1][C:2]1[CH:7]=[CH:6][C:5]([OH:8])=[CH:4][N:3]=1.CC(C)([O-])C.[K+].Cl[C:16]1[CH:21]=[CH:20][N:19]=[C:18]([C:22]([NH:24][CH:25]2[CH2:27][CH2:26]2)=[O:23])[CH:17]=1. The catalyst is CC(N(C)C)=O.CCOC(C)=O. The product is [NH2:1][C:2]1[N:3]=[CH:4][C:5]([O:8][C:16]2[CH:21]=[CH:20][N:19]=[C:18]([C:22]([NH:24][CH:25]3[CH2:26][CH2:27]3)=[O:23])[CH:17]=2)=[CH:6][CH:7]=1. The yield is 0.570. (4) The reactants are [Br-].[CH2:2]([P+](C1C=CC=CC=1)(C1C=CC=CC=1)C1C=CC=CC=1)[CH2:3][CH:4]([CH3:6])[CH3:5].CC(C)([O-])C.[K+].[F:32][C:33]1[CH:34]=[C:35]([N:40]2[C:45](=[O:46])[C:44]([CH2:47][CH2:48][CH:49]=O)=[C:43]([C:51]3[CH:56]=[CH:55][C:54]([S:57]([CH3:60])(=[O:59])=[O:58])=[CH:53][CH:52]=3)[CH:42]=[N:41]2)[CH:36]=[CH:37][C:38]=1[F:39]. The catalyst is C1(C)C=CC=CC=1. The product is [F:32][C:33]1[CH:34]=[C:35]([N:40]2[C:45](=[O:46])[C:44]([CH2:47][CH2:48][CH:49]=[CH:2][CH2:3][CH:4]([CH3:6])[CH3:5])=[C:43]([C:51]3[CH:56]=[CH:55][C:54]([S:57]([CH3:60])(=[O:58])=[O:59])=[CH:53][CH:52]=3)[CH:42]=[N:41]2)[CH:36]=[CH:37][C:38]=1[F:39]. The yield is 0.130. (5) The reactants are [N+:1]([C:4]1[CH:9]=[CH:8][C:7]([CH2:10][CH2:11][CH2:12][CH:13]=O)=[CH:6][CH:5]=1)([O-:3])=[O:2].[CH2:15]([NH2:18])[CH2:16][NH2:17].C1C(=O)N(Br)C(=O)C1. The catalyst is ClCCl. The product is [N+:1]([C:4]1[CH:9]=[CH:8][C:7]([CH2:10][CH2:11][CH2:12][C:13]2[NH:17][CH2:16][CH2:15][N:18]=2)=[CH:6][CH:5]=1)([O-:3])=[O:2]. The yield is 0.760.